From a dataset of Forward reaction prediction with 1.9M reactions from USPTO patents (1976-2016). Predict the product of the given reaction. (1) The product is: [Cl:21][C:10]1[O:9][N:8]=[C:7]([C:1]2[CH:6]=[CH:5][CH:4]=[CH:3][CH:2]=2)[N:11]=1. Given the reactants [C:1]1([C:7]2[NH:11][C:10](=O)[O:9][N:8]=2)[CH:6]=[CH:5][CH:4]=[CH:3][CH:2]=1.N1C=CC=CC=1.P(Cl)(Cl)([Cl:21])=O, predict the reaction product. (2) Given the reactants Br[C:2]1[CH:7]=[CH:6][C:5]([F:8])=[CH:4][C:3]=1[CH3:9].[NH2:10][C:11]1[CH:38]=[CH:37][C:14]([C:15]([C:17]2[CH:18]=[C:19]([CH:33]=[CH:34][C:35]=2[CH3:36])[C:20]([NH:22][CH2:23][CH2:24][O:25][Si](C(C)(C)C)(C)C)=[O:21])=[O:16])=[C:13]([Cl:39])[CH:12]=1.C1C=CC(P(C2C=CC3C(=CC=CC=3)C=2C2C3C(=CC=CC=3)C=CC=2P(C2C=CC=CC=2)C2C=CC=CC=2)C2C=CC=CC=2)=CC=1.C([O-])([O-])=O.[Cs+].[Cs+].O.O.O.[F-].C([N+](CCCC)(CCCC)CCCC)CCC, predict the reaction product. The product is: [Cl:39][C:13]1[CH:12]=[C:11]([NH:10][C:2]2[CH:7]=[CH:6][C:5]([F:8])=[CH:4][C:3]=2[CH3:9])[CH:38]=[CH:37][C:14]=1[C:15]([C:17]1[CH:18]=[C:19]([CH:33]=[CH:34][C:35]=1[CH3:36])[C:20]([NH:22][CH2:23][CH2:24][OH:25])=[O:21])=[O:16].